Dataset: Catalyst prediction with 721,799 reactions and 888 catalyst types from USPTO. Task: Predict which catalyst facilitates the given reaction. (1) Reactant: S(Cl)(Cl)=O.[CH:5]1[CH:6]=[CH:7][C:8]([NH:15][C:16]2[C:17]([Cl:23])=[CH:18][CH:19]=[CH:20][C:21]=2[Cl:22])=[C:9]([CH2:11][C:12]([OH:14])=[O:13])[CH:10]=1.[CH2:24](O)[CH2:25][O:26][CH2:27][CH2:28][O:29][CH2:30][CH2:31][OH:32].C(=O)([O-])[O-].[K+].[K+]. Product: [Cl:23][C:17]1[CH:18]=[CH:19][CH:20]=[C:21]([Cl:22])[C:16]=1[NH:15][C:8]1[CH:7]=[CH:6][CH:5]=[CH:10][C:9]=1[CH2:11][C:12]([O:14][CH2:24][CH2:25][O:26][CH2:27][CH2:28][O:29][CH2:30][CH2:31][OH:32])=[O:13]. The catalyst class is: 226. (2) Reactant: [CH:1]1[CH2:5][CH:4]=[CH:3][CH:2]=1.CCCCCC.C([Li])CCC.[Cl:17][C:18]1[CH:32]=[CH:31][C:21]([C:22]([C:24]2[CH:29]=[CH:28][C:27]([Cl:30])=[CH:26][CH:25]=2)=O)=[CH:20][CH:19]=1. Product: [Cl:17][C:18]1[CH:19]=[CH:20][C:21]([C:22]([C:24]2[CH:29]=[CH:28][C:27]([Cl:30])=[CH:26][CH:25]=2)=[C:2]2[CH:1]=[CH:5][CH:4]=[CH:3]2)=[CH:31][CH:32]=1. The catalyst class is: 7.